Dataset: NCI-60 drug combinations with 297,098 pairs across 59 cell lines. Task: Regression. Given two drug SMILES strings and cell line genomic features, predict the synergy score measuring deviation from expected non-interaction effect. Drug 1: C1CC(=O)NC(=O)C1N2CC3=C(C2=O)C=CC=C3N. Drug 2: CN(C(=O)NC(C=O)C(C(C(CO)O)O)O)N=O. Cell line: UACC62. Synergy scores: CSS=3.17, Synergy_ZIP=-3.89, Synergy_Bliss=-6.51, Synergy_Loewe=-5.30, Synergy_HSA=-4.86.